This data is from Forward reaction prediction with 1.9M reactions from USPTO patents (1976-2016). The task is: Predict the product of the given reaction. (1) Given the reactants [C:1](N1C=CN=C1)(N1C=CN=C1)=[O:2].CO[C:15]1[CH:20]=[CH:19][C:18]([C:21]2[N:26]=[C:25]([C:27](O)=[O:28])[CH:24]=[CH:23][CH:22]=2)=[CH:17][C:16]=1[CH:30]1[C:43]2[C:42](=[O:44])[CH2:41][C:40]([CH3:46])([CH3:45])[CH2:39][C:38]=2[O:37][C:36]2[CH2:35][C:34]([CH3:48])([CH3:47])[CH2:33][C:32](=[O:49])[C:31]1=2.[BH4-].[Na+].[Cl-].[NH4+], predict the reaction product. The product is: [OH:28][CH2:27][C:25]1[N:26]=[C:21]([C:18]2[C:17]([O:2][CH3:1])=[C:16]([CH:30]3[C:43]4[C:42](=[O:44])[CH2:41][C:40]([CH3:46])([CH3:45])[CH2:39][C:38]=4[O:37][C:36]4[CH2:35][C:34]([CH3:47])([CH3:48])[CH2:33][C:32](=[O:49])[C:31]3=4)[CH:15]=[CH:20][CH:19]=2)[CH:22]=[CH:23][CH:24]=1. (2) Given the reactants [CH3:1][C:2]1([CH3:9])[CH:7]([OH:8])[C:5](=[O:6])[O:4][CH2:3]1.[CH2:10]([NH2:13])[CH2:11][NH2:12], predict the reaction product. The product is: [OH:8][CH:7]([C:2]([CH3:9])([CH3:1])[CH2:3][OH:4])[C:5]([NH:12][CH2:11][CH2:10][NH:13][C:5](=[O:6])[CH:7]([OH:8])[C:2]([CH3:9])([CH3:1])[CH2:3][OH:4])=[O:6]. (3) Given the reactants [OH:1][C:2]1[CH:9]=[C:8]([OH:10])[CH:7]=[CH:6][C:3]=1[CH:4]=[O:5].[F-].[K+].[CH2:13](Cl)[C:14]1[CH:19]=[CH:18][CH:17]=[CH:16][CH:15]=1, predict the reaction product. The product is: [CH2:13]([O:10][C:8]1[CH:7]=[CH:6][C:3]([CH:4]=[O:5])=[C:2]([OH:1])[CH:9]=1)[C:14]1[CH:19]=[CH:18][CH:17]=[CH:16][CH:15]=1. (4) Given the reactants O[N:2]=[C:3]([C:10]1[CH:15]=[CH:14][C:13]([O:16][C:17]([F:20])([F:19])[F:18])=[CH:12][CH:11]=1)[CH2:4][N:5]1[CH2:9][CH2:8][CH2:7][CH2:6]1, predict the reaction product. The product is: [N:5]1([CH2:4][CH:3]([C:10]2[CH:15]=[CH:14][C:13]([O:16][C:17]([F:18])([F:19])[F:20])=[CH:12][CH:11]=2)[NH2:2])[CH2:9][CH2:8][CH2:7][CH2:6]1.